This data is from Reaction yield outcomes from USPTO patents with 853,638 reactions. The task is: Predict the reaction yield, written as a fraction of the theoretical maximum amount of product (1.0 means a 100% yield; for example, 0.34 means a 34% yield). The catalyst is O.C(#N)C. The product is [N:29]1[CH:34]=[CH:33][CH:32]=[CH:31][C:30]=1[S:35][C:36]1[CH:37]=[C:38]([O:43][C:44]2[C:45]([CH3:51])=[N:46][N:47]([CH3:50])[C:48]=2[CH3:49])[C:39]([NH:42][C:20]2[S:19][N:6]=[C:7]([C@H:8]3[CH2:12][O:11][C:10]4([CH2:13][CH2:14][CH2:15][CH2:16][CH2:17]4)[O:9]3)[N:21]=2)=[N:40][CH:41]=1. The yield is 0.546. The reactants are CS(O[N:6]=[C:7](Cl)[C@H:8]1[CH2:12][O:11][C:10]2([CH2:17][CH2:16][CH2:15][CH2:14][CH2:13]2)[O:9]1)(=O)=O.[S-:19][C:20]#[N:21].[Na+].N1C=CC=CC=1.[N:29]1[CH:34]=[CH:33][CH:32]=[CH:31][C:30]=1[S:35][C:36]1[CH:37]=[C:38]([O:43][C:44]2[C:45]([CH3:51])=[N:46][N:47]([CH3:50])[C:48]=2[CH3:49])[C:39]([NH2:42])=[N:40][CH:41]=1.